Task: Binary Classification. Given a miRNA mature sequence and a target amino acid sequence, predict their likelihood of interaction.. Dataset: Experimentally validated miRNA-target interactions with 360,000+ pairs, plus equal number of negative samples (1) The miRNA is hsa-miR-4675 with sequence GGGGCUGUGAUUGACCAGCAGG. The protein sequence of the target gene is MLRSTSTVTLLSGGAARTPGAPSRRANVCRLRLTVPPESPVPEQCEKKIERKEQLLDLSNGEPTRKLPQGVVYGVVRRSDQNQQKEMVVYGWSTSQLKEEMNYIKDVRATLEKVRKRMYGDYDEMRQKIRQLTQELSVSHAQQEYLENHIQTQSSALDRFNAMNSALASDSIGLQKTLVDVTLENSNIKDQIRNLQQTYEASMDKLREKQRQLEVAQVENQLLKMKVESSQEANAEVMREMTKKLYSQYEEKLQEEQRKHSAEKEALLEETNSFLKAIEEANKKMQAAEISLEEKDQRIG.... Result: 0 (no interaction). (2) The miRNA is hsa-miR-1294 with sequence UGUGAGGUUGGCAUUGUUGUCU. The protein sequence of the target gene is MSQPGIPASGGAPASLQAQNGAALASGSPYTNGPVQNALLSSQESVSQGYNFQLPGSYPHPIPAKTLNPVSGQSNYGGSQGSGQTLNRPPVASNPVTPSLHSGPAPRMPLPASQNPATTPMPSSSFLPEANLPPPLNWQYNYPSTASQTNHCPRASSQPTVSGNTSLTTNHQYVSSGYPSLQNSFIKSGPSVPPLVNPPLPTTFQPGAPHGPPPAGGPPPVRALTPLTSSYRDVPQPLFNSAVNQEGITSNTNNGSMVVHSSYDEIEGGGLLATPQLTNKNPKMSRSVGYSYPSLPPGYQ.... Result: 1 (interaction). (3) The miRNA is cel-miR-58a-3p with sequence UGAGAUCGUUCAGUACGGCAAU. The protein sequence of the target gene is MLPPAIHFYLLPLACILMKSCLAFKNDATEILYSHVVKPVPAHPSSNSTLNQARNGGRHFSNTGLDRNTRVQVGCRELRSTKYISDGQCTSISPLKELVCAGECLPLPVLPNWIGGGYGTKYWSRRSSQEWRCVNDKTRTQRIQLQCQDGSTRTYKITVVTACKCKRYTRQHNESSHNFESMSPAKPVQHHRERKRASKSSKHSMS. Result: 0 (no interaction). (4) The miRNA is hsa-miR-371b-5p with sequence ACUCAAAAGAUGGCGGCACUUU. The protein sequence of the target gene is MTAWRKFKSLLLPLVLAVLCAGLLTAAKGQNCGGLVQGPNGTIESPGFPHGYPNYANCTWIIITGERNRIQLSFHTFALEEDFDILSVYDGQPQQGNLKVRLSGFQLPSSIVSTGSLLTLWFTTDFAVSAQGFKAMYEVLPSHTCGNPGEILKGVLHGTRFNIGDKIRYSCLSGYILEGHAILTCIVSPGNGASWDFPAPFCRAEGACGGTLRGTSGSISSPHFPSEYDNNADCTWTILAEPGDTIALVFTDFQLEEGYDFLEISGTEAPSIWLTGMNLPSPVISSKNWLRLHFTSDSNH.... Result: 0 (no interaction). (5) The miRNA is hsa-miR-218-5p with sequence UUGUGCUUGAUCUAACCAUGU. The protein sequence of the target gene is MTKFQEMVTFKDVAVVFTREELGLLDLAQRKLYQDVMLENFRNLLSVGYQPFKLDVILQLGKEDKLRMMETEIQGDGCSGHKNQNEIDTLQEVRLRFLSYEDLICWQIWEQFTSKLTSNQDLIINLQGKRSKLLKQGDSPCQVWTGESSQVSEDENYVIKLQGESSNSIKNQELPLRTTWDFWRKMYLREPQNYQSRCQQIDVKNKLCKCDHCVRQRIAHQHDDHGVHKREKAFSHNNCGKDCVKESSQHSIIQSGEQTSDENGKGLSVGSNLELHQQLHLRDKPHVNVEYGKGIGYSSG.... Result: 0 (no interaction). (6) The miRNA is hsa-miR-16-5p with sequence UAGCAGCACGUAAAUAUUGGCG. The protein sequence of the target gene is MLQQVNGHNPGSDGQAREYLREDLQEFLGGEVLLYKLDDLTRVNPVTLETVLRCLQARYMADTFYTNAGCTLVALNPFKPVPQLYSPELMREYHAAPQPQKLKPHVFTVGEQTYRNVKSLIEPVNQSIVVSGESGAGKTWTSRCLMKFYAVVATSPASWESHKIAERIEQRILNSNPVMEAFGNACTLRNNNSSRFGKFIQLQLNRAQQMTGAAVQTYLLEKTRVACQASSERNFHIFYQICKGASEDERLQWHLPEGAAFSWLPNPERSLEEDCFEVTREAMLHLGIDTPTQNNIFKVL.... Result: 1 (interaction).